Predict the reactants needed to synthesize the given product. From a dataset of Retrosynthesis with 50K atom-mapped reactions and 10 reaction types from USPTO. (1) Given the product COC(=O)C1C[C@H](N2C(=O)c3ccccc3C2=O)[C@H](Nc2ncc3cc(-c4c(Cl)c(OC)cc(OC)c4Cl)ccc3n2)C1, predict the reactants needed to synthesize it. The reactants are: COC(=O)[C@@H]1C[C@@H](O)[C@H](Nc2ncc3cc(-c4c(Cl)c(OC)cc(OC)c4Cl)ccc3n2)C1.O=C1NC(=O)c2ccccc21. (2) Given the product CCC(C)N(CC1OCCO1)C(=O)CCl, predict the reactants needed to synthesize it. The reactants are: CCC(C)NCC1OCCO1.O=C(Cl)CCl. (3) Given the product O=S(=O)(c1cccc(F)c1)c1ccc2c(c1)OCCC2CCO, predict the reactants needed to synthesize it. The reactants are: O=C(O)CC1CCOc2cc(S(=O)(=O)c3cccc(F)c3)ccc21.